Dataset: Forward reaction prediction with 1.9M reactions from USPTO patents (1976-2016). Task: Predict the product of the given reaction. (1) Given the reactants [CH3:1][C:2]1[C:10]2[C:9]([NH:11][C:12]3[CH:17]=[CH:16][CH:15]=[CH:14][C:13]=3[OH:18])=[N:8][CH:7]=[N:6][C:5]=2[S:4][C:3]=1[CH3:19].Br[CH2:21][CH2:22]Br.C(=O)([O-])[O-].[K+].[K+], predict the reaction product. The product is: [CH3:1][C:2]1[C:10]2[C:9]([N:11]3[C:12]4[CH:17]=[CH:16][CH:15]=[CH:14][C:13]=4[O:18][CH2:22][CH2:21]3)=[N:8][CH:7]=[N:6][C:5]=2[S:4][C:3]=1[CH3:19]. (2) Given the reactants [NH2:1][C:2]1[CH:3]=[C:4]([C:8]2[N:9]([C:17]([NH2:19])=[O:18])[C:10]3[C:15]([CH:16]=2)=[CH:14][CH:13]=[CH:12][CH:11]=3)[CH:5]=[CH:6][CH:7]=1.[C:20]1([CH3:29])[CH:25]=[CH:24][CH:23]=[C:22]([N:26]=[C:27]=[O:28])[CH:21]=1, predict the reaction product. The product is: [CH3:29][C:20]1[CH:21]=[C:22]([NH:26][C:27]([NH:1][C:2]2[CH:3]=[C:4]([C:8]3[N:9]([C:17]([NH2:19])=[O:18])[C:10]4[C:15]([CH:16]=3)=[CH:14][CH:13]=[CH:12][CH:11]=4)[CH:5]=[CH:6][CH:7]=2)=[O:28])[CH:23]=[CH:24][CH:25]=1.